This data is from Catalyst prediction with 721,799 reactions and 888 catalyst types from USPTO. The task is: Predict which catalyst facilitates the given reaction. (1) Product: [ClH:16].[I:1][C:2]1[CH:10]=[C:9]2[C:5]([C:6]([CH3:15])([CH3:14])[CH2:7][NH:8]2)=[CH:4][CH:3]=1. The catalyst class is: 5. Reactant: [I:1][C:2]1[CH:10]=[C:9]2[C:5]([C:6]([CH3:15])([CH3:14])[CH2:7][N:8]2C(=O)C)=[CH:4][CH:3]=1.[ClH:16]. (2) Reactant: [OH:1][C:2]1[CH:10]=[C:9]2[C:5]([CH2:6][CH2:7][C:8]2=[O:11])=[CH:4][CH:3]=1.CC1C=CC(S(OC[CH2:24][CH2:25][CH2:26][O:27][CH3:28])(=O)=O)=CC=1.[I-].[K+].C(=O)([O-])[O-].[K+].[K+]. Product: [CH3:28][O:27][CH2:26][CH2:25][CH2:24][O:1][C:2]1[CH:10]=[C:9]2[C:5]([CH2:6][CH2:7][C:8]2=[O:11])=[CH:4][CH:3]=1. The catalyst class is: 47. (3) Reactant: Cl[CH2:2][CH2:3][CH2:4][S:5]([O:8][CH2:9][C:10]([CH3:35])([CH3:34])[C@@H:11]([O:26][CH2:27][C:28]1[CH:33]=[CH:32][CH:31]=[CH:30][CH:29]=1)[C:12]([O:14][CH2:15][CH2:16][O:17][C:18]([CH:20]1[CH2:25][CH2:24][CH2:23][CH2:22][CH2:21]1)=[O:19])=[O:13])(=[O:7])=[O:6].[N-:36]=[N+:37]=[N-:38].[Na+]. Product: [N:36]([CH2:2][CH2:3][CH2:4][S:5]([O:8][CH2:9][C:10]([CH3:35])([CH3:34])[C@@H:11]([O:26][CH2:27][C:28]1[CH:33]=[CH:32][CH:31]=[CH:30][CH:29]=1)[C:12]([O:14][CH2:15][CH2:16][O:17][C:18]([CH:20]1[CH2:25][CH2:24][CH2:23][CH2:22][CH2:21]1)=[O:19])=[O:13])(=[O:7])=[O:6])=[N+:37]=[N-:38]. The catalyst class is: 16. (4) Reactant: [OH-:1].[K+].[NH2:3]O.Cl.[F:6][C:7]1[CH:8]=[CH:9][C:10]([N:13]([C:25]2[N:29]([CH3:30])[C:28]3[CH:31]=[CH:32][CH:33]=[CH:34][C:27]=3[N:26]=2)[CH2:14][CH2:15][CH2:16][CH2:17][CH2:18][CH2:19][C:20](OCC)=[O:21])=[N:11][CH:12]=1. Product: [NH2:3][OH:1].[F:6][C:7]1[CH:8]=[CH:9][C:10]([N:13]([C:25]2[N:29]([CH3:30])[C:28]3[CH:31]=[CH:32][CH:33]=[CH:34][C:27]=3[N:26]=2)[CH2:14][CH2:15][CH2:16][CH2:17][CH2:18][CH2:19][C:20]([NH:3][OH:1])=[O:21])=[N:11][CH:12]=1. The catalyst class is: 5.